Task: Predict the product of the given reaction.. Dataset: Forward reaction prediction with 1.9M reactions from USPTO patents (1976-2016) (1) Given the reactants CO.Cl[C:4]1[C:9]([N+:10]([O-:12])=[O:11])=[CH:8][CH:7]=[C:6]([Cl:13])[N:5]=1.C(N(CC)CC)C.[C:21]([C:25]1[CH:31]=[CH:30][C:28]([NH2:29])=[CH:27][CH:26]=1)([CH3:24])([CH3:23])[CH3:22], predict the reaction product. The product is: [C:21]([C:25]1[CH:26]=[CH:27][C:28]([NH:29][C:4]2[C:9]([N+:10]([O-:12])=[O:11])=[CH:8][CH:7]=[C:6]([Cl:13])[N:5]=2)=[CH:30][CH:31]=1)([CH3:24])([CH3:22])[CH3:23]. (2) Given the reactants ClC1C=CC(N2CCN(C3N=C(N[C@H](C(C)C)CO)C4[S@](=O)CCC=4N=3)CC2)=CC=1.Cl[C:32]1[C:33]2[S@:53](=[O:54])[CH2:52][CH2:51][C:34]=2[N:35]=[C:36]([N:38]2[CH2:43][CH2:42][N:41]([C:44]3[CH:49]=[CH:48][C:47]([Cl:50])=[CH:46][CH:45]=3)[CH2:40][CH2:39]2)[N:37]=1.[CH3:55][O:56][C:57](=[O:63])[C@@H:58]([CH:60]([CH3:62])[CH3:61])[NH2:59], predict the reaction product. The product is: [CH3:55][O:56][C:57](=[O:63])[C@H:58]([NH:59][C:32]1[C:33]2[S@:53](=[O:54])[CH2:52][CH2:51][C:34]=2[N:35]=[C:36]([N:38]2[CH2:43][CH2:42][N:41]([C:44]3[CH:45]=[CH:46][C:47]([Cl:50])=[CH:48][CH:49]=3)[CH2:40][CH2:39]2)[N:37]=1)[CH:60]([CH3:62])[CH3:61]. (3) Given the reactants [H-].[Na+].[CH2:3]([N:10]1[CH2:15][CH2:14][CH2:13][C:12](=[O:16])[CH2:11]1)[C:4]1[CH:9]=[CH:8][CH:7]=[CH:6][CH:5]=1.[CH3:17]S(C)=O, predict the reaction product. The product is: [CH2:3]([N:10]1[CH2:15][CH2:14][CH2:13][C:12]2([O:16][CH2:17]2)[CH2:11]1)[C:4]1[CH:5]=[CH:6][CH:7]=[CH:8][CH:9]=1. (4) Given the reactants [OH:1][C@@H:2]1[CH2:6][CH2:5][N:4]([C:7]([C:9]2[CH:14]=[CH:13][C:12]([O:15][C:16]([F:19])([F:18])[F:17])=[CH:11][CH:10]=2)=[O:8])[C@H:3]1[C:20]([NH:22][O:23]CC1C=CC=CC=1)=[O:21], predict the reaction product. The product is: [OH:1][C@@H:2]1[CH2:6][CH2:5][N:4]([C:7]([C:9]2[CH:14]=[CH:13][C:12]([O:15][C:16]([F:17])([F:18])[F:19])=[CH:11][CH:10]=2)=[O:8])[C@H:3]1[C:20]([NH:22][OH:23])=[O:21]. (5) Given the reactants [CH2:1]([Li])[CH2:2][CH2:3][CH3:4].[CH:6]([C@H:8]1CCC[N:9]1[C:13]([O:15][C:16]([CH3:19])([CH3:18])[CH3:17])=[O:14])=O, predict the reaction product. The product is: [CH:3]([C@H:2]1[CH2:1][CH2:6][CH2:8][N:9]1[C:13]([O:15][C:16]([CH3:19])([CH3:18])[CH3:17])=[O:14])=[CH2:4]. (6) The product is: [NH2:13][C:7]1[C:6]([C:5]([C:16]2[CH:21]=[CH:20][CH:19]=[CH:18][CH:17]=2)=[O:14])=[CH:11][C:10]([Br:12])=[CH:9][N:8]=1. Given the reactants Cl.CON(C)[C:5](=[O:14])[C:6]1[CH:11]=[C:10]([Br:12])[CH:9]=[N:8][C:7]=1[NH2:13].[C:16]1([Mg]Br)[CH:21]=[CH:20][CH:19]=[CH:18][CH:17]=1.C(O)(=O)CC(CC(O)=O)(C(O)=O)O.C(OCC)(=O)C, predict the reaction product. (7) Given the reactants O([C:9]1[CH:18]=[CH:17][C:16]2[CH2:15][CH2:14][CH2:13][CH2:12][C:11]=2[C:10]=1[N+:19]([O-:21])=[O:20])S(C(F)(F)F)(=O)=O.[NH2:22][C:23]1[CH:24]=[C:25]([NH:29][C:30](=[O:36])[O:31][C:32]([CH3:35])([CH3:34])[CH3:33])[CH:26]=[CH:27][CH:28]=1, predict the reaction product. The product is: [N+:19]([C:10]1[C:11]2[CH2:12][CH2:13][CH2:14][CH2:15][C:16]=2[CH:17]=[CH:18][C:9]=1[NH:22][C:23]1[CH:28]=[CH:27][CH:26]=[C:25]([NH:29][C:30]([O:31][C:32]([CH3:35])([CH3:34])[CH3:33])=[O:36])[CH:24]=1)([O-:21])=[O:20].